Dataset: Catalyst prediction with 721,799 reactions and 888 catalyst types from USPTO. Task: Predict which catalyst facilitates the given reaction. (1) Reactant: [Br:1][C:2]1[CH:3]=[C:4]([C:9]2([C:17]3[CH:22]=[CH:21][CH:20]=[C:19]([O:23]C)[CH:18]=3)[NH:13][C:12](=[S:14])[N:11]([CH3:15])[C:10]2=[O:16])[CH:5]=[CH:6][C:7]=1[F:8].B(Br)(Br)Br. Product: [Br:1][C:2]1[CH:3]=[C:4]([C:9]2([C:17]3[CH:22]=[CH:21][CH:20]=[C:19]([OH:23])[CH:18]=3)[NH:13][C:12](=[S:14])[N:11]([CH3:15])[C:10]2=[O:16])[CH:5]=[CH:6][C:7]=1[F:8]. The catalyst class is: 4. (2) Reactant: [CH3:1][O:2][CH:3]([CH2:9][C:10]1[CH:15]=[CH:14][C:13]([O:16][CH3:17])=[C:12]([NH:18][C:19](=[O:31])[CH2:20][C:21]2[CH:26]=[CH:25][C:24]([C:27]([F:30])([F:29])[F:28])=[CH:23][CH:22]=2)[CH:11]=1)[C:4]([O:6]CC)=[O:5].[OH-].[Na+]. Product: [CH3:1][O:2][CH:3]([CH2:9][C:10]1[CH:15]=[CH:14][C:13]([O:16][CH3:17])=[C:12]([NH:18][C:19](=[O:31])[CH2:20][C:21]2[CH:22]=[CH:23][C:24]([C:27]([F:29])([F:30])[F:28])=[CH:25][CH:26]=2)[CH:11]=1)[C:4]([OH:6])=[O:5]. The catalyst class is: 5. (3) Reactant: [CH:1]([NH:4][CH:5]([CH3:7])[CH3:6])([CH3:3])[CH3:2].[Li:8]CCCC.[CH2:13]([O:15][C:16]([CH:18]1[CH2:23][CH2:22][N:21]([C:24]([O:26][C:27]([CH3:30])([CH3:29])[CH3:28])=[O:25])[CH2:20][CH2:19]1)=[O:17])[CH3:14].[F:31][C:32]1[CH:42]=[CH:41][C:35](/[CH:36]=[CH:37]/[N+:38]([O-:40])=[O:39])=[CH:34][CH:33]=1. Product: [Li+:8].[CH3:2][CH:1]([N-:4][CH:5]([CH3:7])[CH3:6])[CH3:3].[CH2:13]([O:15][C:16]([C:18]1([CH:36]([C:35]2[CH:41]=[CH:42][C:32]([F:31])=[CH:33][CH:34]=2)[CH2:37][N+:38]([O-:40])=[O:39])[CH2:23][CH2:22][N:21]([C:24]([O:26][C:27]([CH3:29])([CH3:28])[CH3:30])=[O:25])[CH2:20][CH2:19]1)=[O:17])[CH3:14]. The catalyst class is: 1. (4) Reactant: [CH2:1]([O:3][C:4](=[O:16])[CH2:5][O:6][C:7]1[C:12]([CH3:13])=[CH:11][C:10]([NH2:14])=[CH:9][C:8]=1[CH3:15])[CH3:2].[C:17](O[C:17]([O:19][C:20]([CH3:23])([CH3:22])[CH3:21])=[O:18])([O:19][C:20]([CH3:23])([CH3:22])[CH3:21])=[O:18]. Product: [CH2:1]([O:3][C:4](=[O:16])[CH2:5][O:6][C:7]1[C:8]([CH3:15])=[CH:9][C:10]([NH:14][C:17]([O:19][C:20]([CH3:23])([CH3:22])[CH3:21])=[O:18])=[CH:11][C:12]=1[CH3:13])[CH3:2]. The catalyst class is: 1.